From a dataset of Catalyst prediction with 721,799 reactions and 888 catalyst types from USPTO. Predict which catalyst facilitates the given reaction. (1) Reactant: [NH2:1][C:2]1[N:3]=[CH:4][C:5]([C:17]2[CH:22]=[CH:21][C:20]([C:23]([N:25]3[CH2:30][CH2:29][N:28]([CH3:31])[CH2:27][CH2:26]3)=[O:24])=[CH:19][CH:18]=2)=[N:6][C:7]=1[C:8]1[O:9][C:10]2[CH:15]=[CH:14][N:13]=[CH:12][C:11]=2[N:16]=1.CO.[BrH:34]. Product: [BrH:34].[NH2:1][C:2]1[N:3]=[CH:4][C:5]([C:17]2[CH:18]=[CH:19][C:20]([C:23]([N:25]3[CH2:30][CH2:29][N:28]([CH3:31])[CH2:27][CH2:26]3)=[O:24])=[CH:21][CH:22]=2)=[N:6][C:7]=1[C:8]1[O:9][C:10]2[CH:15]=[CH:14][N:13]=[CH:12][C:11]=2[N:16]=1. The catalyst class is: 4. (2) Reactant: [C:1]([O:5][C:6](=[O:19])[CH:7]=[C:8]1[CH2:13][CH2:12][CH:11]([C:14]([O:16][CH2:17][CH3:18])=[O:15])[CH2:10][CH2:9]1)([CH3:4])([CH3:3])[CH3:2]. Product: [C:1]([O:5][C:6](=[O:19])[CH2:7][CH:8]1[CH2:9][CH2:10][CH:11]([C:14]([O:16][CH2:17][CH3:18])=[O:15])[CH2:12][CH2:13]1)([CH3:3])([CH3:4])[CH3:2]. The catalyst class is: 25. (3) Reactant: Cl.[CH3:2][N:3]([C:14]1[C:15]2[CH:22]=[CH:21][NH:20][C:16]=2[N:17]=[CH:18][N:19]=1)[CH:4]1[CH2:13][CH2:12][C@@H:11]2[C@@H:6]([CH2:7][CH2:8][NH:9][CH2:10]2)[CH2:5]1.[C:23](O)(=[O:26])[CH2:24][OH:25].C(N(CC)CC)C.Cl.C(N=C=NCCCN(C)C)C. Product: [OH:26][CH2:23][C:24]([N:9]1[CH2:8][CH2:7][C@@H:6]2[C@@H:11]([CH2:12][CH2:13][CH:4]([N:3]([CH3:2])[C:14]3[C:15]4[CH:22]=[CH:21][NH:20][C:16]=4[N:17]=[CH:18][N:19]=3)[CH2:5]2)[CH2:10]1)=[O:25]. The catalyst class is: 46.